From a dataset of Peptide-MHC class I binding affinity with 185,985 pairs from IEDB/IMGT. Regression. Given a peptide amino acid sequence and an MHC pseudo amino acid sequence, predict their binding affinity value. This is MHC class I binding data. (1) The peptide sequence is ILLTAVAPSM. The MHC is HLA-A02:17 with pseudo-sequence HLA-A02:17. The binding affinity (normalized) is 0.197. (2) The peptide sequence is LSDLCNFLV. The MHC is HLA-B15:17 with pseudo-sequence HLA-B15:17. The binding affinity (normalized) is 0.0847. (3) The peptide sequence is ASHFISNSW. The MHC is HLA-B27:05 with pseudo-sequence HLA-B27:05. The binding affinity (normalized) is 0.0847. (4) The peptide sequence is VLPVPGASV. The MHC is HLA-A26:01 with pseudo-sequence HLA-A26:01. The binding affinity (normalized) is 0.0847. (5) The peptide sequence is LLDAHIPQL. The MHC is HLA-B44:02 with pseudo-sequence HLA-B44:02. The binding affinity (normalized) is 0. (6) The peptide sequence is PSDFFYLLF. The MHC is HLA-B15:01 with pseudo-sequence HLA-B15:01. The binding affinity (normalized) is 0.0847. (7) The peptide sequence is MLSVVGFLV. The MHC is HLA-A02:06 with pseudo-sequence HLA-A02:06. The binding affinity (normalized) is 0.560. (8) The peptide sequence is VVFEDGLPR. The MHC is HLA-B15:01 with pseudo-sequence HLA-B15:01. The binding affinity (normalized) is 0.0847. (9) The MHC is HLA-A02:19 with pseudo-sequence HLA-A02:19. The peptide sequence is YSRPWNWTF. The binding affinity (normalized) is 0.0847. (10) The peptide sequence is FVNRRFTLV. The MHC is HLA-A02:03 with pseudo-sequence HLA-A02:03. The binding affinity (normalized) is 1.00.